From a dataset of Reaction yield outcomes from USPTO patents with 853,638 reactions. Predict the reaction yield, written as a fraction of the theoretical maximum amount of product (1.0 means a 100% yield; for example, 0.34 means a 34% yield). (1) The reactants are C1(P(C2C=CC=CC=2)C2C=CC=CC=2)C=CC=CC=1.[C:20]([Br:24])(Br)(Br)[Br:21].[CH:25]1([O:31][CH2:32][CH2:33][CH:34]=O)[CH2:30][CH2:29][CH2:28][CH2:27][CH2:26]1. The catalyst is ClCCl. The product is [CH:25]1([O:31][CH2:32][CH2:33][CH:34]=[C:20]([Br:24])[Br:21])[CH2:30][CH2:29][CH2:28][CH2:27][CH2:26]1. The yield is 0.550. (2) The reactants are [F:1][C:2]1[CH:3]=[C:4]([C:14]2[CH:15]=[C:16]3[C:22]([C:23]4[CH:24]=[N:25][N:26]([CH2:28][C:29]5[CH:34]=[CH:33][CH:32]=[C:31]([F:35])[CH:30]=5)[CH:27]=4)=[CH:21][N:20]([S:36]([C:39]4[CH:45]=[CH:44][C:42]([CH3:43])=[CH:41][CH:40]=4)(=[O:38])=[O:37])[C:17]3=[N:18][CH:19]=2)[CH:5]=[CH:6][C:7]=1[N:8]1[CH2:13][CH2:12][NH:11][CH2:10][CH2:9]1.[CH3:46][C@H:47]1[CH2:49][O:48]1.CCN(C(C)C)C(C)C. The catalyst is C(O)C. The product is [F:1][C:2]1[CH:3]=[C:4]([C:14]2[CH:15]=[C:16]3[C:22]([C:23]4[CH:24]=[N:25][N:26]([CH2:28][C:29]5[CH:34]=[CH:33][CH:32]=[C:31]([F:35])[CH:30]=5)[CH:27]=4)=[CH:21][N:20]([S:36]([C:39]4[CH:40]=[CH:41][C:42]([CH3:43])=[CH:44][CH:45]=4)(=[O:38])=[O:37])[C:17]3=[N:18][CH:19]=2)[CH:5]=[CH:6][C:7]=1[N:8]1[CH2:9][CH2:10][N:11]([CH2:46][C@@H:47]([OH:48])[CH3:49])[CH2:12][CH2:13]1. The yield is 0.769. (3) The reactants are BrCCBr.[O:5]1[CH2:10][CH2:9][CH2:8][CH2:7][C:6]1=[O:11].Br[C:13]([F:20])([F:19])[C:14]([O:16][CH2:17][CH3:18])=[O:15]. The product is [F:19][C:13]([F:20])([C:6]1([OH:11])[CH2:7][CH2:8][CH2:9][CH2:10][O:5]1)[C:14]([O:16][CH2:17][CH3:18])=[O:15]. The catalyst is C1COCC1.CCOCC.[Zn].[Cl-].[Cl-].[CH-]1C=CC=C1.[CH-]1C=CC=C1.[Ti+2]. The yield is 0.325. (4) The reactants are COC1C=C(OC)C=CC=1C[N:6]([C:33]1[CH:38]=[CH:37][N:36]=[CH:35][N:34]=1)[S:7]([C:10]1[CH:15]=[C:14]([CH3:16])[C:13]([O:17][C@H:18]2[CH2:23][CH2:22][CH2:21][CH2:20][C@@H:19]2[C:24]2[CH:25]=[N:26][N:27](COC)[CH:28]=2)=[CH:12][C:11]=1[F:32])(=[O:9])=[O:8].C([SiH](CC)CC)C.FC(F)(F)C(O)=O.Cl. The catalyst is CO.ClCCl. The product is [F:32][C:11]1[CH:12]=[C:13]([O:17][C@H:18]2[CH2:23][CH2:22][CH2:21][CH2:20][C@@H:19]2[C:24]2[CH:25]=[N:26][NH:27][CH:28]=2)[C:14]([CH3:16])=[CH:15][C:10]=1[S:7]([NH:6][C:33]1[CH:38]=[CH:37][N:36]=[CH:35][N:34]=1)(=[O:8])=[O:9]. The yield is 0.990. (5) The reactants are [NH:1]1[CH2:5][CH2:4][CH2:3][CH2:2]1.N1CCC[C@H]1C(O)=O.I[C:15]1[CH:20]=[CH:19][CH:18]=[CH:17][CH:16]=1. The catalyst is CS(C)=O.O.[Cu]I. The product is [C:15]1([N:1]2[CH2:5][CH2:4][CH2:3][CH2:2]2)[CH:20]=[CH:19][CH:18]=[CH:17][CH:16]=1. The yield is 0.570. (6) The reactants are [Br:1][C:2]1[CH:7]=[CH:6][C:5]([NH:8][C:9]2[C:10]([C:26]([OH:28])=O)=[CH:11][C:12]3[N:16]([CH2:17][CH:18]4[CH2:23][CH2:22][CH2:21][CH2:20][O:19]4)[CH:15]=[N:14][C:13]=3[C:24]=2[F:25])=[C:4]([Cl:29])[CH:3]=1.C1C=CC2N(O)N=NC=2C=1.C(N(CC)CC)C.[CH:47]([O:49][CH2:50][CH2:51][O:52][NH2:53])=[CH2:48].CCN=C=NCCCN(C)C. The catalyst is CN(C)C=O.C(OCC)(=O)C.O. The product is [CH:47]([O:49][CH2:50][CH2:51][O:52][NH:53][C:26]([C:10]1[C:9]([NH:8][C:5]2[CH:6]=[CH:7][C:2]([Br:1])=[CH:3][C:4]=2[Cl:29])=[C:24]([F:25])[C:13]2[N:14]=[CH:15][N:16]([CH2:17][CH:18]3[CH2:23][CH2:22][CH2:21][CH2:20][O:19]3)[C:12]=2[CH:11]=1)=[O:28])=[CH2:48]. The yield is 0.790. (7) The reactants are [SH:1][C:2]1[CH:7]=[CH:6][C:5]([NH:8][C:9]([CH:11]2[CH2:13][CH2:12]2)=[O:10])=[CH:4][CH:3]=1.[H-].[Na+].[Cl:16][C:17]1[CH:22]=[N:21][CH:20]=[C:19](Cl)[N:18]=1.O. The catalyst is C1COCC1.C(OCC)(=O)C. The product is [Cl:16][C:17]1[N:18]=[C:19]([S:1][C:2]2[CH:3]=[CH:4][C:5]([NH:8][C:9]([CH:11]3[CH2:12][CH2:13]3)=[O:10])=[CH:6][CH:7]=2)[CH:20]=[N:21][CH:22]=1. The yield is 0.720.